Dataset: Full USPTO retrosynthesis dataset with 1.9M reactions from patents (1976-2016). Task: Predict the reactants needed to synthesize the given product. (1) Given the product [CH3:13][C:6]1[N:7]([CH3:8])[C:3]([CH:1]=[O:2])=[CH:4][C:5]=1[C:9]([OH:11])=[O:10], predict the reactants needed to synthesize it. The reactants are: [CH:1]([C:3]1[N:7]([CH3:8])[CH:6]=[C:5]([C:9]([O:11]C)=[O:10])[CH:4]=1)=[O:2].[CH3:13]O.[OH-].[Na+]. (2) Given the product [F:21][C:2]([F:20])([F:1])[S:3][C:4]1[CH:5]=[CH:6][C:7]([CH2:8][N:9]([CH2:29][C:28]2[CH:31]=[CH:32][C:25]([S:24][C:23]([F:34])([F:22])[F:33])=[CH:26][CH:27]=2)[C:10](=[O:17])[C:11]2[CH:16]=[CH:15][CH:14]=[CH:13][CH:12]=2)=[CH:18][CH:19]=1, predict the reactants needed to synthesize it. The reactants are: [F:1][C:2]([F:21])([F:20])[S:3][C:4]1[CH:19]=[CH:18][C:7]([CH2:8][NH:9][C:10](=[O:17])[C:11]2[CH:16]=[CH:15][CH:14]=[CH:13][CH:12]=2)=[CH:6][CH:5]=1.[F:22][C:23]([F:34])([F:33])[S:24][C:25]1[CH:32]=[CH:31][C:28]([CH2:29]Br)=[CH:27][CH:26]=1.[H-].[Na+]. (3) Given the product [ClH:24].[Cl:24][C:21]1[CH:20]=[CH:19][C:18]([C:15]2[CH:16]=[CH:17][C:12]([C@@H:10]3[CH2:9][C@H:8]3[NH:7][CH3:6])=[CH:13][CH:14]=2)=[CH:23][CH:22]=1, predict the reactants needed to synthesize it. The reactants are: C(O[C:6](=O)[NH:7][CH2:8][C@@H:9]1C[C@H:10]1[C:12]1[CH:17]=[CH:16][C:15]([C:18]2[CH:23]=[CH:22][C:21]([Cl:24])=[CH:20][CH:19]=2)=[CH:14][CH:13]=1)(C)(C)C.Cl.O1CCOCC1. (4) Given the product [CH2:11]([O:13][C:14]([C:15]1[CH:16]=[C:17]([C:19]2[CH:20]=[CH:21][C:22]([F:25])=[CH:23][CH:24]=2)[N:1]([C:3]2[CH:8]=[N:7][C:6]([O:9][CH3:10])=[CH:5][CH:4]=2)[N:2]=1)=[O:27])[CH3:12], predict the reactants needed to synthesize it. The reactants are: [NH:1]([C:3]1[CH:4]=[CH:5][C:6]([O:9][CH3:10])=[N:7][CH:8]=1)[NH2:2].[CH2:11]([O:13][C:14](=[O:27])[C:15](=O)[CH2:16][C:17]([C:19]1[CH:24]=[CH:23][C:22]([F:25])=[CH:21][CH:20]=1)=O)[CH3:12]. (5) Given the product [Br:13][C:14]1[C:19]2[CH:20]=[C:21]([C:23]([CH3:26])([CH3:25])[CH3:24])[O:22][C:18]=2[C:17]([C:27]([NH2:4])=[O:28])=[CH:16][C:15]=1[C:30]1[CH:35]=[CH:34][CH:33]=[CH:32][CH:31]=1, predict the reactants needed to synthesize it. The reactants are: Cl.C([N:4]=C=NCCCN(C)C)C.[Br:13][C:14]1[C:19]2[CH:20]=[C:21]([C:23]([CH3:26])([CH3:25])[CH3:24])[O:22][C:18]=2[C:17]([C:27](O)=[O:28])=[CH:16][C:15]=1[C:30]1[CH:35]=[CH:34][CH:33]=[CH:32][CH:31]=1.OC1C2N=NNC=2C=CC=1.N. (6) Given the product [Cl:1][C:2]1[CH:3]=[C:4]2[C:9](=[CH:10][C:11]=1[C:12]([N:68]1[CH2:69][CH2:70][C:71]3[S:63][CH:64]=[CH:65][C:66]=3[CH2:67]1)=[O:13])[N:8]=[CH:7][N:6]=[C:5]2[NH:15][CH:16]([C:18]1[NH:22][C:21]2[CH:23]=[CH:24][C:25]([Cl:27])=[CH:26][C:20]=2[N:19]=1)[CH3:17], predict the reactants needed to synthesize it. The reactants are: [Cl:1][C:2]1[CH:3]=[C:4]2[C:9](=[CH:10][C:11]=1[C:12](O)=[O:13])[N:8]=[CH:7][N:6]=[C:5]2[NH:15][CH:16]([C:18]1[NH:22][C:21]2[CH:23]=[CH:24][C:25]([Cl:27])=[CH:26][C:20]=2[N:19]=1)[CH3:17].FC1C(OC(N(C)C)=[N+](C)C)=C(F)C(F)=C(F)C=1F.F[P-](F)(F)(F)(F)F.C(N(C(C)C)CC)(C)C.[S:63]1[C:71]2[CH2:70][CH2:69][NH:68][CH2:67][C:66]=2[CH:65]=[CH:64]1. (7) Given the product [Br:9][C:10]1[CH:18]=[CH:17][C:13]([C:14]([N:5]2[CH2:6][CH2:7][CH2:8][N:2]([CH3:1])[CH2:3][CH2:4]2)=[O:16])=[C:12]([Cl:19])[CH:11]=1, predict the reactants needed to synthesize it. The reactants are: [CH3:1][N:2]1[CH2:8][CH2:7][CH2:6][NH:5][CH2:4][CH2:3]1.[Br:9][C:10]1[CH:18]=[CH:17][C:13]([C:14]([OH:16])=O)=[C:12]([Cl:19])[CH:11]=1. (8) Given the product [C:42]([N:8]1[CH:5]2[CH2:6][CH2:7][CH:1]1[CH2:2][CH:3]([C:9]1[N:13]=[C:12]([NH:14][C:15]3[N:20]=[CH:19][C:18]([S:21][CH2:22][C:23]([O:25][CH3:26])=[O:24])=[CH:17][C:16]=3[O:27][C:28]3[C:29]([CH3:34])=[N:30][CH:31]=[CH:32][CH:33]=3)[S:11][N:10]=1)[CH2:4]2)(=[O:44])[CH3:43], predict the reactants needed to synthesize it. The reactants are: [CH:1]12[NH:8][CH:5]([CH2:6][CH2:7]1)[CH2:4][CH:3]([C:9]1[N:13]=[C:12]([NH:14][C:15]3[N:20]=[CH:19][C:18]([S:21][CH2:22][C:23]([O:25][CH3:26])=[O:24])=[CH:17][C:16]=3[O:27][C:28]3[C:29]([CH3:34])=[N:30][CH:31]=[CH:32][CH:33]=3)[S:11][N:10]=1)[CH2:2]2.C(N(CC)CC)C.[C:42](OC(=O)C)(=[O:44])[CH3:43].